From a dataset of Forward reaction prediction with 1.9M reactions from USPTO patents (1976-2016). Predict the product of the given reaction. (1) Given the reactants C(Cl)CCl.[C:5]([O:9][C:10](=[O:18])[C:11]([CH3:17])([CH3:16])[CH2:12][C:13]([OH:15])=[O:14])([CH3:8])([CH3:7])[CH3:6].[Cl:19][C:20]1[CH:25]=[CH:24][C:23]([C:26]2([NH:29][C:30](=[O:64])/[CH:31]=[CH:32]/[C@:33]34[CH2:59][C:58](=[O:60])[C:57]([CH:61]([CH3:63])[CH3:62])=[C:34]3[C@@H:35]3[C@@:48]([CH3:51])([CH2:49][CH2:50]4)[C@@:47]4([CH3:52])[C@@H:38]([C@:39]5([CH3:56])[C@@H:44]([CH2:45][CH2:46]4)[C:43]([CH3:54])([CH3:53])[C@@H:42](O)[CH2:41][CH2:40]5)[CH2:37][CH2:36]3)[CH2:28][CH2:27]2)=[CH:22][CH:21]=1, predict the reaction product. The product is: [CH3:16][C:11]([CH3:17])([CH2:12][C:13]([O:15][C@H:42]1[CH2:41][CH2:40][C@@:39]2([CH3:56])[C@@H:44]([CH2:45][CH2:46][C@:47]3([CH3:52])[C@@H:38]2[CH2:37][CH2:36][C@H:35]2[C@@:48]3([CH3:51])[CH2:49][CH2:50][C@@:33]3(/[CH:32]=[CH:31]/[C:30]([NH:29][C:26]4([C:23]5[CH:22]=[CH:21][C:20]([Cl:19])=[CH:25][CH:24]=5)[CH2:27][CH2:28]4)=[O:64])[CH2:59][C:58](=[O:60])[C:57]([CH:61]([CH3:63])[CH3:62])=[C:34]32)[C:43]1([CH3:53])[CH3:54])=[O:14])[C:10]([O:9][C:5]([CH3:8])([CH3:6])[CH3:7])=[O:18]. (2) Given the reactants Cl[C:2]1[CH:11]=[CH:10][C:5]([C:6]([O:8][CH3:9])=[O:7])=[C:4]([N+:12]([O-:14])=[O:13])[CH:3]=1.[F:15][C:16]1[CH:21]=[CH:20][C:19](B(O)O)=[CH:18][CH:17]=1.[F-].[Cs+].O, predict the reaction product. The product is: [F:15][C:16]1[CH:21]=[CH:20][C:19]([C:2]2[CH:11]=[CH:10][C:5]([C:6]([O:8][CH3:9])=[O:7])=[C:4]([N+:12]([O-:14])=[O:13])[CH:3]=2)=[CH:18][CH:17]=1. (3) Given the reactants N#N.[CH3:3][O:4][C:5](=[O:28])[CH2:6][C:7]1[S:8][C:9]([C:12]2[CH:17]=[CH:16][CH:15]=[CH:14][C:13]=2[NH:18][C:19]([C:21]2[CH:22]=[N:23][CH:24]=[C:25](Br)[CH:26]=2)=[O:20])=[CH:10][CH:11]=1.[CH3:29][O:30][C:31]1[CH:36]=[C:35]([O:37][CH3:38])[CH:34]=[CH:33][C:32]=1B(O)O.C([O-])(O)=O.[Na+], predict the reaction product. The product is: [CH3:3][O:4][C:5](=[O:28])[CH2:6][C:7]1[S:8][C:9]([C:12]2[CH:17]=[CH:16][CH:15]=[CH:14][C:13]=2[NH:18][C:19]([C:21]2[CH:22]=[N:23][CH:24]=[C:25]([C:34]3[CH:33]=[CH:32][C:31]([O:30][CH3:29])=[CH:36][C:35]=3[O:37][CH3:38])[CH:26]=2)=[O:20])=[CH:10][CH:11]=1.